From a dataset of NCI-60 drug combinations with 297,098 pairs across 59 cell lines. Regression. Given two drug SMILES strings and cell line genomic features, predict the synergy score measuring deviation from expected non-interaction effect. Drug 1: C1=C(C(=O)NC(=O)N1)N(CCCl)CCCl. Drug 2: CC1CCC2CC(C(=CC=CC=CC(CC(C(=O)C(C(C(=CC(C(=O)CC(OC(=O)C3CCCCN3C(=O)C(=O)C1(O2)O)C(C)CC4CCC(C(C4)OC)O)C)C)O)OC)C)C)C)OC. Cell line: KM12. Synergy scores: CSS=5.53, Synergy_ZIP=-8.21, Synergy_Bliss=-14.1, Synergy_Loewe=-8.67, Synergy_HSA=-8.42.